From a dataset of Catalyst prediction with 721,799 reactions and 888 catalyst types from USPTO. Predict which catalyst facilitates the given reaction. (1) Reactant: [CH2:1]([O:3][C:4]([C:6]1[N:7]([CH3:22])[C:8]([CH2:20][CH3:21])=[C:9]([C:18]#[N:19])[C:10]=1[C:11]1[CH:16]=[CH:15][C:14]([OH:17])=[CH:13][CH:12]=1)=[O:5])[CH3:2].N1C=CC=CC=1.[F:29][C:30]([F:43])([F:42])[S:31](O[S:31]([C:30]([F:43])([F:42])[F:29])(=[O:33])=[O:32])(=[O:33])=[O:32].O. Product: [CH2:1]([O:3][C:4]([C:6]1[N:7]([CH3:22])[C:8]([CH2:20][CH3:21])=[C:9]([C:18]#[N:19])[C:10]=1[C:11]1[CH:16]=[CH:15][C:14]([O:17][S:31]([C:30]([F:43])([F:42])[F:29])(=[O:33])=[O:32])=[CH:13][CH:12]=1)=[O:5])[CH3:2]. The catalyst class is: 91. (2) Reactant: [H-].[Na+].C(O[C:6](=[O:27])[CH2:7][CH2:8][N:9]([CH2:19][CH2:20][C:21]1[CH:26]=[CH:25][CH:24]=[CH:23][CH:22]=1)[C:10](=[O:18])[CH2:11][C:12]1[CH:17]=[CH:16][CH:15]=[CH:14][CH:13]=1)C.CCO. Product: [CH2:19]([N:9]1[CH2:8][CH2:7][C:6](=[O:27])[CH:11]([C:12]2[CH:13]=[CH:14][CH:15]=[CH:16][CH:17]=2)[C:10]1=[O:18])[CH2:20][C:21]1[CH:22]=[CH:23][CH:24]=[CH:25][CH:26]=1. The catalyst class is: 28. (3) Reactant: [Br:1][C:2]1[CH:3]=[CH:4][C:5]([O:8][C:9]2[CH:10]=[C:11]([C@H:15]3[CH2:19][C:18]4([CH2:24][CH2:23][N:22](C(OC(C)(C)C)=O)[CH2:21][CH2:20]4)[O:17][CH2:16]3)[CH:12]=[CH:13][CH:14]=2)=[N:6][CH:7]=1.[ClH:32].O1CCOCC1. Product: [ClH:32].[Br:1][C:2]1[CH:3]=[CH:4][C:5]([O:8][C:9]2[CH:10]=[C:11]([C@H:15]3[CH2:19][C:18]4([CH2:24][CH2:23][NH:22][CH2:21][CH2:20]4)[O:17][CH2:16]3)[CH:12]=[CH:13][CH:14]=2)=[N:6][CH:7]=1. The catalyst class is: 2. (4) Reactant: [O:1]1[C:5]2([CH2:10][CH2:9][CH:8]([NH2:11])[CH2:7][CH2:6]2)[O:4][CH2:3][CH2:2]1.[C:12]([NH:22][C@H:23]([C:28](O)=[O:29])[CH2:24][CH2:25][S:26][CH3:27])([O:14][CH2:15][C:16]1[CH:21]=[CH:20][CH:19]=[CH:18][CH:17]=1)=[O:13].O.ON1C2C=CC=CC=2N=N1.Cl.CN(C)CCCN=C=NCC.C(N(CC)CC)C. Product: [CH2:15]([O:14][C:12]([NH:22][C@@H:23]([CH2:24][CH2:25][S:26][CH3:27])[C:28]([NH:11][CH:8]1[CH2:9][CH2:10][C:5]2([O:4][CH2:3][CH2:2][O:1]2)[CH2:6][CH2:7]1)=[O:29])=[O:13])[C:16]1[CH:17]=[CH:18][CH:19]=[CH:20][CH:21]=1. The catalyst class is: 2. (5) Reactant: [F:1][C:2]([F:19])([F:18])[CH2:3][N:4]1[C:9](=[O:10])[CH:8]=[N:7][C:6]([C:11]2[CH:16]=[CH:15][C:14]([Cl:17])=[CH:13][CH:12]=2)=[N:5]1.FC(F)(F)CN1C(=O)C=NC(C2C=CC=CC=2)=N1.[CH2:38]([SH:41])[CH2:39][CH3:40]. Product: [F:19][C:2]([F:1])([F:18])[CH2:3][N:4]1[C:9](=[O:10])[CH:8]([S:41][CH2:38][CH2:39][CH3:40])[NH:7][C:6]([C:11]2[CH:12]=[CH:13][C:14]([Cl:17])=[CH:15][CH:16]=2)=[N:5]1. The catalyst class is: 13. (6) Reactant: [Cl:1][C:2]1[N:7]=[N:6][C:5]([N:8]2[C:16]3[C:11](=[CH:12][C:13]([O:17][CH:18]([C:22]4[CH:27]=[CH:26][CH:25]=[CH:24][CH:23]=4)[CH:19]([NH2:21])[CH3:20])=[CH:14][CH:15]=3)[CH:10]=[N:9]2)=[CH:4][CH:3]=1.[F:28][C:29]([F:40])([F:39])[C:30](O[C:30](=[O:31])[C:29]([F:40])([F:39])[F:28])=[O:31].C(N(CC)CC)C. Product: [Cl:1][C:2]1[N:7]=[N:6][C:5]([N:8]2[C:16]3[C:11](=[CH:12][C:13]([O:17][CH:18]([C:22]4[CH:23]=[CH:24][CH:25]=[CH:26][CH:27]=4)[CH:19]([NH:21][C:30](=[O:31])[C:29]([F:40])([F:39])[F:28])[CH3:20])=[CH:14][CH:15]=3)[CH:10]=[N:9]2)=[CH:4][CH:3]=1. The catalyst class is: 4.